This data is from NCI-60 drug combinations with 297,098 pairs across 59 cell lines. The task is: Regression. Given two drug SMILES strings and cell line genomic features, predict the synergy score measuring deviation from expected non-interaction effect. (1) Drug 1: CC12CCC3C(C1CCC2NC(=O)OCC(F)(F)F)CCC4C3(C=CC(=O)N4C)C. Drug 2: B(C(CC(C)C)NC(=O)C(CC1=CC=CC=C1)NC(=O)C2=NC=CN=C2)(O)O. Cell line: T-47D. Synergy scores: CSS=39.8, Synergy_ZIP=2.18, Synergy_Bliss=-0.527, Synergy_Loewe=-12.3, Synergy_HSA=-0.163. (2) Drug 1: CNC(=O)C1=CC=CC=C1SC2=CC3=C(C=C2)C(=NN3)C=CC4=CC=CC=N4. Drug 2: CC12CCC(CC1=CCC3C2CCC4(C3CC=C4C5=CN=CC=C5)C)O. Cell line: SK-MEL-28. Synergy scores: CSS=3.46, Synergy_ZIP=0.826, Synergy_Bliss=5.51, Synergy_Loewe=1.11, Synergy_HSA=1.64.